From a dataset of Peptide-MHC class II binding affinity with 134,281 pairs from IEDB. Regression. Given a peptide amino acid sequence and an MHC pseudo amino acid sequence, predict their binding affinity value. This is MHC class II binding data. (1) The MHC is HLA-DPA10301-DPB10402 with pseudo-sequence HLA-DPA10301-DPB10402. The binding affinity (normalized) is 0. The peptide sequence is DGVWEIKSDKPLKGP. (2) The peptide sequence is VPQLQPQNPSQQQPQ. The MHC is HLA-DQA10501-DQB10301 with pseudo-sequence HLA-DQA10501-DQB10301. The binding affinity (normalized) is 0.0386. (3) The peptide sequence is FFVKNPTDTGHGTVV. The MHC is DRB1_0301 with pseudo-sequence DRB1_0301. The binding affinity (normalized) is 0.534. (4) The peptide sequence is AVSMTGVMRGNHYAF. The MHC is HLA-DQA10501-DQB10402 with pseudo-sequence HLA-DQA10501-DQB10402. The binding affinity (normalized) is 0.403. (5) The peptide sequence is AGDLGRDELMELASD. The MHC is DRB3_0101 with pseudo-sequence DRB3_0101. The binding affinity (normalized) is 0.390.